This data is from Full USPTO retrosynthesis dataset with 1.9M reactions from patents (1976-2016). The task is: Predict the reactants needed to synthesize the given product. Given the product [CH3:22][O:23][CH2:25][C:36]1[N:35]([S:40]([C:43]2[CH:48]=[CH:47][CH:46]=[CH:45][CH:44]=2)(=[O:41])=[O:42])[C:32]2=[N:33][CH:34]=[C:29]([N+:26]([O-:28])=[O:27])[CH:30]=[C:31]2[CH:37]=1, predict the reactants needed to synthesize it. The reactants are: CN(C)C1C2C(=CC=CC=2N(C)C)C=CC=1.F[B-](F)(F)F.[CH3:22][O+:23]([CH3:25])C.[N+:26]([C:29]1[CH:30]=[C:31]2[CH:37]=[C:36](CO)[N:35]([S:40]([C:43]3[CH:48]=[CH:47][CH:46]=[CH:45][CH:44]=3)(=[O:42])=[O:41])[C:32]2=[N:33][CH:34]=1)([O-:28])=[O:27].C([O-])(O)=O.[Na+].